Dataset: NCI-60 drug combinations with 297,098 pairs across 59 cell lines. Task: Regression. Given two drug SMILES strings and cell line genomic features, predict the synergy score measuring deviation from expected non-interaction effect. Drug 1: C1CC(=O)NC(=O)C1N2CC3=C(C2=O)C=CC=C3N. Drug 2: C1CC(=O)NC(=O)C1N2C(=O)C3=CC=CC=C3C2=O. Cell line: HT29. Synergy scores: CSS=2.15, Synergy_ZIP=-1.85, Synergy_Bliss=-4.38, Synergy_Loewe=-2.73, Synergy_HSA=-3.90.